This data is from Forward reaction prediction with 1.9M reactions from USPTO patents (1976-2016). The task is: Predict the product of the given reaction. (1) The product is: [CH3:22][O:23][C:24](=[O:43])[CH2:25][CH2:26][C:27]1[CH:32]=[CH:31][C:30]([O:33][CH2:34][CH2:35][CH:36]([O:21][C:12]2[CH:11]=[CH:10][C:9]([CH2:7][CH3:8])=[CH:14][C:13]=2[C:15]2[CH:16]=[CH:17][CH:18]=[CH:19][CH:20]=2)[CH3:37])=[CH:29][C:28]=1[CH3:1]. Given the reactants [C:1](=O)([O-])[O-].[Cs+].[Cs+].[CH2:7]([C:9]1[CH:14]=[C:13]([C:15]2[CH:20]=[CH:19][CH:18]=[CH:17][CH:16]=2)[C:12]([OH:21])=[CH:11][CH:10]=1)[CH3:8].[CH3:22][O:23][C:24](=[O:43])[CH2:25][CH2:26][C:27]1[CH:32]=[CH:31][C:30]([O:33][CH2:34][CH2:35][C@@H:36](OS(C)(=O)=O)[CH3:37])=[CH:29][CH:28]=1, predict the reaction product. (2) The product is: [Cl:25][C:26]1[CH:33]=[C:32]([N:34]2[CH:6]([C:5]3[CH:4]=[CH:3][C:2]([F:1])=[CH:23][CH:22]=3)[CH:7]3[CH2:8][O:9][C:10]4[CH:11]=[C:12]([C:18]([OH:20])=[O:19])[CH:13]=[CH:14][C:15]=4[C:16]3=[N:35]2)[CH:31]=[CH:30][C:27]=1[C:28]#[N:29]. Given the reactants [F:1][C:2]1[CH:23]=[CH:22][C:5]([CH:6]=[C:7]2[C:16](=O)[C:15]3[C:10](=[CH:11][C:12]([C:18]([O:20]C)=[O:19])=[CH:13][CH:14]=3)[O:9][CH2:8]2)=[CH:4][CH:3]=1.Cl.[Cl:25][C:26]1[CH:33]=[C:32]([NH:34][NH2:35])[CH:31]=[CH:30][C:27]=1[C:28]#[N:29].O1CCCC1, predict the reaction product. (3) The product is: [CH3:1][O:2][C:3]1[CH:11]=[C:10]2[C:6]([C:7]([C:12]([O:14][CH2:27][C:28]34[CH2:35][CH2:34][N:31]([CH2:32][CH2:33]3)[CH2:30][CH2:29]4)=[O:13])=[CH:8][NH:9]2)=[CH:5][CH:4]=1. Given the reactants [CH3:1][O:2][C:3]1[CH:11]=[C:10]2[C:6]([C:7]([C:12]([OH:14])=[O:13])=[CH:8][NH:9]2)=[CH:5][CH:4]=1.N1C2C(=CC=CC=2)C(C(O[CH2:27][C:28]23[CH2:35][CH2:34][N:31]([CH2:32][CH2:33]2)[CH2:30][CH2:29]3)=O)=C1, predict the reaction product.